From a dataset of Forward reaction prediction with 1.9M reactions from USPTO patents (1976-2016). Predict the product of the given reaction. (1) Given the reactants Cl[C:2]1[C:11]2=[N:12][N:13](CC3C=CC(OC)=CC=3)[CH:14]=[C:10]2[C:9]2[CH:8]=[C:7]([O:24][CH3:25])[CH:6]=[CH:5][C:4]=2[N:3]=1.[NH2:26][C:27]1[CH:32]=[CH:31][C:30]([NH:33][C:34](=[O:42])[C:35]2[CH:40]=[CH:39][C:38]([F:41])=[CH:37][CH:36]=2)=[CH:29][CH:28]=1.Cl, predict the reaction product. The product is: [F:41][C:38]1[CH:39]=[CH:40][C:35]([C:34]([NH:33][C:30]2[CH:31]=[CH:32][C:27]([NH:26][C:2]3[C:11]4=[N:12][NH:13][CH:14]=[C:10]4[C:9]4[CH:8]=[C:7]([O:24][CH3:25])[CH:6]=[CH:5][C:4]=4[N:3]=3)=[CH:28][CH:29]=2)=[O:42])=[CH:36][CH:37]=1. (2) Given the reactants [CH2:1]([C@:8]12[C:21]3[C:16](=[CH:17][C:18]([C:22]([O:24][CH3:25])=[O:23])=[CH:19][CH:20]=3)[CH2:15][CH2:14][C@H:13]1[CH2:12][C:11]1(OCC[O:26]1)[CH2:10][CH2:9]2)[C:2]1[CH:7]=[CH:6][CH:5]=[CH:4][CH:3]=1.O, predict the reaction product. The product is: [CH2:1]([C@@:8]12[CH2:9][CH2:10][C:11](=[O:26])[CH2:12][C@@H:13]1[CH2:14][CH2:15][C:16]1[CH:17]=[C:18]([C:22]([O:24][CH3:25])=[O:23])[CH:19]=[CH:20][C:21]2=1)[C:2]1[CH:3]=[CH:4][CH:5]=[CH:6][CH:7]=1. (3) Given the reactants [Br:1][C:2]1[CH:11]=[CH:10][C:5]([C:6]([O:8][CH3:9])=[O:7])=[CH:4][C:3]=1[CH3:12].[Br:13]N1C(=O)CCC1=O.N(C1(C#N)CCCCC1)=NC1(C#N)CCCCC1, predict the reaction product. The product is: [Br:1][C:2]1[CH:11]=[CH:10][C:5]([C:6]([O:8][CH3:9])=[O:7])=[CH:4][C:3]=1[CH2:12][Br:13]. (4) Given the reactants [O:1]=[CH:2][C:3]#[C:4][C:5]1[CH:12]=[CH:11][C:8]([C:9]#[N:10])=[CH:7][CH:6]=1.[N-:13]=[N+:14]=[N-:15].[Na+], predict the reaction product. The product is: [CH:2]([C:3]1[C:4]([C:5]2[CH:6]=[CH:7][C:8]([C:9]#[N:10])=[CH:11][CH:12]=2)=[N:13][NH:14][N:15]=1)=[O:1]. (5) Given the reactants [N+:1]([C:4]1[CH:5]=[C:6]([CH2:10][C:11]([OH:13])=O)[CH:7]=[CH:8][CH:9]=1)([O-:3])=[O:2].[NH:14]1[C:18]2=[N:19][CH:20]=[CH:21][CH:22]=[C:17]2[C:16]([C:23]2[N:24]=[C:25]([NH2:28])[S:26][CH:27]=2)=[CH:15]1.C(N(CC)CC)C, predict the reaction product. The product is: [N+:1]([C:4]1[CH:5]=[C:6]([CH2:10][C:11]([NH:28][C:25]2[S:26][CH:27]=[C:23]([C:16]3[C:17]4[C:18](=[N:19][CH:20]=[CH:21][CH:22]=4)[NH:14][CH:15]=3)[N:24]=2)=[O:13])[CH:7]=[CH:8][CH:9]=1)([O-:3])=[O:2]. (6) Given the reactants [CH3:1][C:2]1[NH:3][C:4]2[C:5](=[O:14])[CH2:6][CH2:7][CH2:8][C:9]=2[C:10]=1[C:11]([OH:13])=O.[NH2:15][CH2:16][CH:17]([OH:24])[CH2:18][N:19]1[CH2:23][CH2:22][CH2:21][CH2:20]1, predict the reaction product. The product is: [OH:24][CH:17]([CH2:18][N:19]1[CH2:23][CH2:22][CH2:21][CH2:20]1)[CH2:16][NH:15][C:11]([C:10]1[C:9]2[CH2:8][CH2:7][CH2:6][C:5](=[O:14])[C:4]=2[NH:3][C:2]=1[CH3:1])=[O:13]. (7) Given the reactants F[B-](F)(F)F.C(N([S+](F)F)CC)C.[Cl:14][C:15]1[N:20]=[CH:19][C:18]([C:21]2([C:28]#[N:29])[CH2:26][CH2:25][C:24](=O)[CH2:23][CH2:22]2)=[CH:17][CH:16]=1.[FH:30].[FH:31].F.C(N(CC)CC)C, predict the reaction product. The product is: [Cl:14][C:15]1[N:20]=[CH:19][C:18]([C:21]2([C:28]#[N:29])[CH2:26][CH2:25][C:24]([F:31])([F:30])[CH2:23][CH2:22]2)=[CH:17][CH:16]=1. (8) Given the reactants C[O:2][C:3](=[O:27])[CH2:4][CH:5]1[CH2:10][CH2:9][N:8]([C:11]2[C:16]([C:17]#[C:18][C:19]3[CH:20]=[N:21][C:22]([NH2:25])=[CH:23][CH:24]=3)=[C:15]([CH3:26])[N:14]=[CH:13][N:12]=2)[CH2:7][CH2:6]1.[Li+].[OH-], predict the reaction product. The product is: [NH2:25][C:22]1[N:21]=[CH:20][C:19]([C:18]#[C:17][C:16]2[C:11]([N:8]3[CH2:9][CH2:10][CH:5]([CH2:4][C:3]([OH:27])=[O:2])[CH2:6][CH2:7]3)=[N:12][CH:13]=[N:14][C:15]=2[CH3:26])=[CH:24][CH:23]=1. (9) Given the reactants [H-].[Na+].C(OP([CH:11]([CH3:17])[C:12]([O:14][CH2:15][CH3:16])=[O:13])(OCC)=O)C.[Br:18][C:19]1[CH:20]=[C:21]2[C:26](=[C:27]([CH:29]=O)[CH:28]=1)[N:25]([CH3:31])[CH2:24][CH2:23][CH2:22]2.O, predict the reaction product. The product is: [Br:18][C:19]1[CH:20]=[C:21]2[C:26](=[C:27](/[CH:29]=[C:11](\[CH3:17])/[C:12]([O:14][CH2:15][CH3:16])=[O:13])[CH:28]=1)[N:25]([CH3:31])[CH2:24][CH2:23][CH2:22]2. (10) Given the reactants C(OC(=O)[NH:7][C:8]1[C:13]([CH2:14][N:15]2[CH:20]=[C:19]3[N:21]=[C:22]([C:24]4[CH:29]=[CH:28][CH:27]=[C:26]([F:30])[C:25]=4[F:31])[N:23]=[C:18]3[CH:17]=[N:16]2)=[CH:12][CH:11]=[C:10](Cl)[N:9]=1)(C)(C)C.[F:34][C:35]([F:50])([F:49])[C:36]1[CH:41]=[C:40]([C:42]([F:45])([F:44])[F:43])[CH:39]=[CH:38][C:37]=1B(O)O, predict the reaction product. The product is: [F:34][C:35]([F:49])([F:50])[C:36]1[CH:41]=[C:40]([C:42]([F:43])([F:44])[F:45])[CH:39]=[CH:38][C:37]=1[C:10]1[N:9]=[C:8]([NH2:7])[C:13]([CH2:14][N:15]2[CH:20]=[C:19]3[N:21]=[C:22]([C:24]4[CH:29]=[CH:28][CH:27]=[C:26]([F:30])[C:25]=4[F:31])[N:23]=[C:18]3[CH:17]=[N:16]2)=[CH:12][CH:11]=1.